From a dataset of Full USPTO retrosynthesis dataset with 1.9M reactions from patents (1976-2016). Predict the reactants needed to synthesize the given product. Given the product [CH2:1]([O:8][C:9]1[CH:18]=[CH:17][C:16]2[N:15]=[CH:14][C:13]3[N:19]=[C:33]([CH2:32][CH2:31][O:30][CH3:29])[N:20]([CH3:21])[C:12]=3[C:11]=2[CH:10]=1)[C:2]1[CH:3]=[CH:4][CH:5]=[CH:6][CH:7]=1, predict the reactants needed to synthesize it. The reactants are: [CH2:1]([O:8][C:9]1[CH:10]=[C:11]2[C:16](=[CH:17][CH:18]=1)[N:15]=[CH:14][C:13]([NH2:19])=[C:12]2[NH:20][CH3:21])[C:2]1[CH:7]=[CH:6][CH:5]=[CH:4][CH:3]=1.C(N(CC)CC)C.[CH3:29][O:30][CH2:31][CH2:32][C:33](Cl)=O.